This data is from Forward reaction prediction with 1.9M reactions from USPTO patents (1976-2016). The task is: Predict the product of the given reaction. (1) Given the reactants [NH2:1][C:2]1[S:6][N:5]=[C:4]([CH3:7])[C:3]=1[C:8]([NH:10][C:11]1[CH:16]=[CH:15][C:14]([Cl:17])=[C:13]([F:18])[CH:12]=1)=[O:9].Br[C:20]1[N:25]=[CH:24][C:23]([C:26]#[N:27])=[CH:22][CH:21]=1.C(=O)([O-])[O-].[Cs+].[Cs+].CC1(C)C2C(=C(P(C3C=CC=CC=3)C3C=CC=CC=3)C=CC=2)OC2C(P(C3C=CC=CC=3)C3C=CC=CC=3)=CC=CC1=2, predict the reaction product. The product is: [Cl:17][C:14]1[CH:15]=[CH:16][C:11]([NH:10][C:8]([C:3]2[C:4]([CH3:7])=[N:5][S:6][C:2]=2[NH:1][C:20]2[CH:21]=[CH:22][C:23]([C:26]#[N:27])=[CH:24][N:25]=2)=[O:9])=[CH:12][C:13]=1[F:18]. (2) Given the reactants [S:1]([Cl:5])([Cl:4])(=[O:3])=[O:2].[CH3:6][N:7]1[CH2:12][CH2:11][NH:10][CH2:9][CH2:8]1, predict the reaction product. The product is: [ClH:4].[CH3:6][N:7]1[CH2:12][CH2:11][N:10]([S:1]([Cl:5])(=[O:3])=[O:2])[CH2:9][CH2:8]1. (3) Given the reactants [C:1]([O:5][C:6]([NH:8][CH:9]1[CH2:12][NH:11][CH2:10]1)=[O:7])([CH3:4])([CH3:3])[CH3:2].I[C:14]1[CH:15]=[C:16]([CH:22]=[CH:23][CH:24]=1)[C:17]([O:19][CH2:20][CH3:21])=[O:18].N1CCC[C@H]1C(O)=O.C(=O)([O-])[O-].[K+].[K+], predict the reaction product. The product is: [C:1]([O:5][C:6]([NH:8][CH:9]1[CH2:10][N:11]([C:14]2[CH:15]=[C:16]([CH:22]=[CH:23][CH:24]=2)[C:17]([O:19][CH2:20][CH3:21])=[O:18])[CH2:12]1)=[O:7])([CH3:4])([CH3:2])[CH3:3]. (4) Given the reactants [OH:1][P:2]([OH:5])([OH:4])=[O:3].[Cl:6][C:7]1[C:12]([O:13][CH3:14])=[CH:11][C:10]([O:15][CH3:16])=[C:9]([Cl:17])[C:8]=1[NH:18][C:19](=[O:49])[N:20]([C:22]1[N:27]=[CH:26][N:25]=[C:24]([NH:28][C:29]2[CH:34]=[CH:33][C:32]([N:35]3[CH2:40][CH2:39][N:38]([CH:41]([CH3:43])[CH3:42])[CH2:37][CH2:36]3)=[CH:31][C:30]=2[NH:44][C:45](=[O:48])[CH:46]=[CH2:47])[CH:23]=1)[CH3:21], predict the reaction product. The product is: [P:2](=[O:1])([OH:5])([OH:4])[OH:3].[Cl:17][C:9]1[C:10]([O:15][CH3:16])=[CH:11][C:12]([O:13][CH3:14])=[C:7]([Cl:6])[C:8]=1[NH:18][C:19](=[O:49])[N:20]([C:22]1[N:27]=[CH:26][N:25]=[C:24]([NH:28][C:29]2[CH:34]=[CH:33][C:32]([N:35]3[CH2:40][CH2:39][N:38]([CH:41]([CH3:43])[CH3:42])[CH2:37][CH2:36]3)=[CH:31][C:30]=2[NH:44][C:45](=[O:48])[CH:46]=[CH2:47])[CH:23]=1)[CH3:21].